Task: Regression. Given two drug SMILES strings and cell line genomic features, predict the synergy score measuring deviation from expected non-interaction effect.. Dataset: NCI-60 drug combinations with 297,098 pairs across 59 cell lines Drug 1: C1CC(C1)(C(=O)O)C(=O)O.[NH2-].[NH2-].[Pt+2]. Drug 2: CN1C(=O)N2C=NC(=C2N=N1)C(=O)N. Synergy scores: CSS=13.5, Synergy_ZIP=-6.20, Synergy_Bliss=-9.74, Synergy_Loewe=-11.8, Synergy_HSA=-10.1. Cell line: CCRF-CEM.